This data is from Full USPTO retrosynthesis dataset with 1.9M reactions from patents (1976-2016). The task is: Predict the reactants needed to synthesize the given product. Given the product [OH:9][CH2:8][CH:4]1[CH2:5][CH2:6][CH2:7][N:1]([C:13]([O:15][C:16]([CH3:19])([CH3:18])[CH3:17])=[O:14])[CH2:2][CH2:3]1, predict the reactants needed to synthesize it. The reactants are: [N:1]1([C:13]([O:15][C:16]([CH3:19])([CH3:18])[CH3:17])=[O:14])[CH2:7][CH2:6][CH2:5][CH:4]([C:8](OCC)=[O:9])[CH2:3][CH2:2]1.[H-].[H-].[H-].[H-].[Li+].[Al+3].O.[O-]S([O-])(=O)=O.[Na+].[Na+].